This data is from Reaction yield outcomes from USPTO patents with 853,638 reactions. The task is: Predict the reaction yield, written as a fraction of the theoretical maximum amount of product (1.0 means a 100% yield; for example, 0.34 means a 34% yield). (1) The yield is 0.950. The product is [OH:1][CH2:2][C:3]1[O:7][N:6]=[C:5]([C:8]([OH:10])=[O:9])[CH:4]=1. The catalyst is [Cl-].[Na+].O. The reactants are [OH:1][CH2:2][C:3]1[O:7][N:6]=[C:5]([C:8]([O:10]CC)=[O:9])[CH:4]=1.[OH-].[Na+].Cl. (2) The yield is 0.880. The product is [Cl:30][C:27]1[S:26][C:25]([S:22]([N:10]([S:7]([C:5]2[S:6][C:2]([Cl:1])=[CH:3][CH:4]=2)(=[O:8])=[O:9])[C:11]2[C:19]3[C:14](=[CH:15][CH:16]=[CH:17][C:18]=3[O:20][CH3:21])[N:13]([CH2:65][C:62]3[CH:61]=[CH:60][C:59]([CH2:58][NH:54][C:55](=[O:57])[O:56][C:49]([CH3:48])([CH3:44])[CH3:67])=[CH:64][CH:63]=3)[N:12]=2)(=[O:23])=[O:24])=[CH:29][CH:28]=1. The reactants are [Cl:1][C:2]1[S:6][C:5]([S:7]([N:10]([S:22]([C:25]2[S:26][C:27]([Cl:30])=[CH:28][CH:29]=2)(=[O:24])=[O:23])[C:11]2[C:19]3[C:14](=[CH:15][CH:16]=[CH:17][C:18]=3[O:20][CH3:21])[NH:13][N:12]=2)(=[O:9])=[O:8])=[CH:4][CH:3]=1.C1(P([C:44]2[CH:49]=[CH:48]C=CC=2)C2C=CC=CC=2)C=CC=CC=1.CC([N:54]([CH2:58][C:59]1[CH:64]=[CH:63][C:62]([CH2:65]O)=[CH:61][CH:60]=1)[C:55](=[O:57])[O-:56])(C)C.[CH3:67]C(OC(/N=N/C(OC(C)C)=O)=O)C. The catalyst is C1COCC1. (3) The reactants are [CH3:1][N:2]([CH2:4][C:5]1[CH:6]=[C:7]([OH:11])[CH:8]=[CH:9][CH:10]=1)[CH3:3].C(N(CC)CC)C.[Cl-].[Mg+2].[Cl-].[CH2:22]=[O:23]. The catalyst is CC#N.C(C(C(C([O-])=O)O)O)([O-])=O.[K+].[Na+]. The product is [CH3:3][N:2]([CH2:4][C:5]1[CH:10]=[CH:9][C:8]([CH:22]=[O:23])=[C:7]([OH:11])[CH:6]=1)[CH3:1]. The yield is 0.320. (4) The reactants are Br[C:2]1[C:7]2[CH:8]=[C:9]([C:11](=[O:13])[CH3:12])[O:10][C:6]=2[C:5]([O:14][CH:15]([C:17]2[CH:22]=[CH:21][CH:20]=[CH:19][CH:18]=2)[CH3:16])=[CH:4][CH:3]=1.[CH2:23]([N:25]([CH2:31][CH3:32])[C:26](=[O:30])/[CH:27]=[CH:28]/[CH3:29])[CH3:24].C1(C)C=CC=CC=1P(C1C=CC=CC=1C)C1C=CC=CC=1C.Cl. The catalyst is C(N(CC)CC)C.C([O-])(=O)C.[Pd+2].C([O-])(=O)C. The product is [C:11]([C:9]1[O:10][C:6]2[C:5]([O:14][CH:15]([C:17]3[CH:22]=[CH:21][CH:20]=[CH:19][CH:18]=3)[CH3:16])=[CH:4][CH:3]=[C:2](/[C:28](/[CH3:29])=[CH:27]/[C:26]([N:25]([CH2:31][CH3:32])[CH2:23][CH3:24])=[O:30])[C:7]=2[CH:8]=1)(=[O:13])[CH3:12]. The yield is 0.436. (5) The reactants are Br[C:2]1[C:3]([NH2:22])=[N:4][CH:5]=[C:6]([C:8]2[CH:13]=[CH:12][C:11]([O:14][Si:15]([C:18]([CH3:21])([CH3:20])[CH3:19])([CH3:17])[CH3:16])=[CH:10][CH:9]=2)[N:7]=1.[S:23]1[C:27](B(O)O)=[CH:26][C:25]2[S:31][CH:32]=[CH:33][C:24]1=2.C([O-])([O-])=O.[Na+].[Na+].O. The catalyst is C1(C)C=CC=CC=1.C(O)C.Cl[Pd](Cl)([P](C1C=CC=CC=1)(C1C=CC=CC=1)C1C=CC=CC=1)[P](C1C=CC=CC=1)(C1C=CC=CC=1)C1C=CC=CC=1. The product is [Si:15]([O:14][C:11]1[CH:12]=[CH:13][C:8]([C:6]2[N:7]=[C:2]([C:27]3[S:23][C:24]4[CH:33]=[CH:32][S:31][C:25]=4[CH:26]=3)[C:3]([NH2:22])=[N:4][CH:5]=2)=[CH:9][CH:10]=1)([C:18]([CH3:21])([CH3:20])[CH3:19])([CH3:17])[CH3:16]. The yield is 0.480. (6) The reactants are [CH2:1]([O:3][C:4](=[O:19])[CH2:5][CH2:6][N:7]1[C:11]2[CH:12]=[C:13]([C:16]#[N:17])[CH:14]=[CH:15][C:10]=2[NH:9][C:8]1=[O:18])[CH3:2].Cl[CH2:21][C:22]1[C:31]2[C:26](=[CH:27][CH:28]=[CH:29][CH:30]=2)[CH:25]=[CH:24][CH:23]=1.C([O-])([O-])=O.[K+].[K+]. The catalyst is CC(N(C)C)=O.C(OCC)(=O)C. The product is [CH2:1]([O:3][C:4](=[O:19])[CH2:5][CH2:6][N:7]1[C:11]2[CH:12]=[C:13]([C:16]#[N:17])[CH:14]=[CH:15][C:10]=2[N:9]([CH2:21][C:22]2[C:31]3[C:26](=[CH:27][CH:28]=[CH:29][CH:30]=3)[CH:25]=[CH:24][CH:23]=2)[C:8]1=[O:18])[CH3:2]. The yield is 0.130. (7) The reactants are [Cl:1][C:2]1[S:6][C:5]([B:7]([OH:9])[OH:8])=[CH:4][CH:3]=1.O[C:11]([C:14](O)([CH3:16])[CH3:15])([CH3:13])[CH3:12]. No catalyst specified. The product is [Cl:1][C:2]1[S:6][C:5]([B:7]2[O:9][C:14]([CH3:16])([CH3:15])[C:11]([CH3:13])([CH3:12])[O:8]2)=[CH:4][CH:3]=1. The yield is 0.500. (8) The reactants are [CH3:1][C:2]1[S:6][C:5]([C:7]([O:9]C)=[O:8])=[CH:4][C:3]=1[C:11]1[N:15]([CH3:16])[N:14]=[CH:13][CH:12]=1.[OH-].[Na+]. The catalyst is O1CCCC1. The product is [CH3:1][C:2]1[S:6][C:5]([C:7]([OH:9])=[O:8])=[CH:4][C:3]=1[C:11]1[N:15]([CH3:16])[N:14]=[CH:13][CH:12]=1. The yield is 0.640. (9) The reactants are [OH-].[K+].[CH3:3][O:4][C:5](=[CH:10][C:11]1[CH:16]=[CH:15][CH:14]=[C:13]([N+:17]([O-:19])=[O:18])[CH:12]=1)[C:6]([O:8]C)=[O:7]. The catalyst is O.CO. The product is [CH3:3][O:4][C:5](=[CH:10][C:11]1[CH:16]=[CH:15][CH:14]=[C:13]([N+:17]([O-:19])=[O:18])[CH:12]=1)[C:6]([OH:8])=[O:7]. The yield is 0.840.